This data is from Forward reaction prediction with 1.9M reactions from USPTO patents (1976-2016). The task is: Predict the product of the given reaction. (1) Given the reactants [Cl:1][C:2]1[N:3]=[CH:4][C:5]2[S:10][CH:9]=[C:8]([CH:11]=[O:12])[C:6]=2[N:7]=1.S(=O)(=O)([OH:15])N.Cl([O-])=O.[Na+].P([O-])(O)(O)=O.[K+], predict the reaction product. The product is: [Cl:1][C:2]1[N:3]=[CH:4][C:5]2[S:10][CH:9]=[C:8]([C:11]([OH:15])=[O:12])[C:6]=2[N:7]=1. (2) Given the reactants [NH2:1][CH:2]([C:6]1[CH:11]=[CH:10][CH:9]=[C:8]([F:12])[CH:7]=1)[C:3]([OH:5])=[O:4].[OH-].[Na+].[C:15](O[C:15]([O:17][C:18]([CH3:21])([CH3:20])[CH3:19])=[O:16])([O:17][C:18]([CH3:21])([CH3:20])[CH3:19])=[O:16], predict the reaction product. The product is: [C:18]([O:17][C:15]([NH:1][CH:2]([C:6]1[CH:11]=[CH:10][CH:9]=[C:8]([F:12])[CH:7]=1)[C:3]([OH:5])=[O:4])=[O:16])([CH3:21])([CH3:20])[CH3:19]. (3) Given the reactants [C:1]([O:5][C:6]([C:8]1[S:12][C:11]([C:13]2[CH:18]=[CH:17][CH:16]=[CH:15][CH:14]=2)=[N:10][C:9]=1[NH:19][C:20](=[O:28])[C:21]1[CH:26]=[CH:25][C:24]([CH3:27])=[CH:23][CH:22]=1)=[O:7])([CH3:4])([CH3:3])[CH3:2].[H-].[Na+].I[CH3:32].O, predict the reaction product. The product is: [C:1]([O:5][C:6]([C:8]1[S:12][C:11]([C:13]2[CH:18]=[CH:17][CH:16]=[CH:15][CH:14]=2)=[N:10][C:9]=1[N:19]([CH3:32])[C:20](=[O:28])[C:21]1[CH:26]=[CH:25][C:24]([CH3:27])=[CH:23][CH:22]=1)=[O:7])([CH3:4])([CH3:3])[CH3:2].